Dataset: Reaction yield outcomes from USPTO patents with 853,638 reactions. Task: Predict the reaction yield, written as a fraction of the theoretical maximum amount of product (1.0 means a 100% yield; for example, 0.34 means a 34% yield). The reactants are Br[C:2]1[CH:7]=[CH:6][C:5]([F:8])=[CH:4][CH:3]=1.[Li]CCCC.[Li+].[Cl-].[C:16](Cl)(=[O:20])/[CH:17]=[CH:18]/[CH3:19]. The catalyst is C1COCC1.Cl[Cu]. The product is [F:8][C:5]1[CH:6]=[CH:7][C:2]([C:16](=[O:20])[CH:17]=[CH:18][CH3:19])=[CH:3][CH:4]=1. The yield is 0.100.